Dataset: Reaction yield outcomes from USPTO patents with 853,638 reactions. Task: Predict the reaction yield, written as a fraction of the theoretical maximum amount of product (1.0 means a 100% yield; for example, 0.34 means a 34% yield). (1) The reactants are [C:1]([O:5][C:6]([N:8]1[CH2:13][CH:12]=[C:11]([C:14]2[CH:19]=[CH:18][C:17]([Cl:20])=[CH:16][CH:15]=2)[CH2:10][CH2:9]1)=[O:7])([CH3:4])([CH3:3])[CH3:2].ClC1C=CC=C(C(OO)=[O:29])C=1. The catalyst is C(Cl)Cl. The product is [C:1]([O:5][C:6]([N:8]1[CH2:9][CH2:10][C:11]2([C:14]3[CH:19]=[CH:18][C:17]([Cl:20])=[CH:16][CH:15]=3)[CH:12]([O:29]2)[CH2:13]1)=[O:7])([CH3:4])([CH3:2])[CH3:3]. The yield is 0.710. (2) The reactants are Cl.[Cl:2][C:3]1[CH:4]=[C:5]([C:11]2([C:28]([F:31])([F:30])[F:29])[CH2:15][C:14]([C:16]3[CH:17]=[C:18]4[C:22](=[CH:23][CH:24]=3)[C:21]3([CH2:27][NH:26][CH2:25]3)[O:20][CH2:19]4)=[N:13][CH2:12]2)[CH:6]=[C:7]([Cl:10])[C:8]=1[Cl:9].CCN(C(C)C)C(C)C.[CH3:41][S:42]([CH2:45][C:46](O)=[O:47])(=[O:44])=[O:43].C(P1(=O)OP(CCC)(=O)OP(CCC)(=O)O1)CC. The catalyst is C1COCC1. The product is [CH3:41][S:42]([CH2:45][C:46]([N:26]1[CH2:25][C:21]2([C:22]3[C:18](=[CH:17][C:16]([C:14]4[CH2:15][C:11]([C:5]5[CH:4]=[C:3]([Cl:2])[C:8]([Cl:9])=[C:7]([Cl:10])[CH:6]=5)([C:28]([F:30])([F:29])[F:31])[CH2:12][N:13]=4)=[CH:24][CH:23]=3)[CH2:19][O:20]2)[CH2:27]1)=[O:47])(=[O:44])=[O:43]. The yield is 0.466. (3) The reactants are [CH2:1]([O:3][C:4]1[CH:5]=[C:6]([CH:12]=[CH:13][C:14]=1[O:15][CH2:16][CH3:17])[C:7]([O:9][CH2:10][CH3:11])=[O:8])[CH3:2].[N+:18]([O-])([OH:20])=[O:19]. The catalyst is CC(O)=O. The product is [CH2:16]([O:15][C:14]1[C:4]([O:3][CH2:1][CH3:2])=[CH:5][C:6]([C:7]([O:9][CH2:10][CH3:11])=[O:8])=[C:12]([N+:18]([O-:20])=[O:19])[CH:13]=1)[CH3:17]. The yield is 0.940. (4) The reactants are C([O:3][C:4]([C:6]1[C:7]([C:12]2[CH:17]=[CH:16][C:15]([C:18]([CH3:21])([CH3:20])[CH3:19])=[CH:14][CH:13]=2)=[CH:8][CH:9]=[CH:10][CH:11]=1)=[O:5])C.CO.O.O.[OH-].[Li+]. The catalyst is C1COCC1. The product is [C:18]([C:15]1[CH:16]=[CH:17][C:12]([C:7]2[C:6]([C:4]([OH:5])=[O:3])=[CH:11][CH:10]=[CH:9][CH:8]=2)=[CH:13][CH:14]=1)([CH3:21])([CH3:19])[CH3:20]. The yield is 0.630. (5) The product is [ClH:21].[NH2:8][C@@H:9]([CH2:13][C:14]([F:19])([F:20])[CH2:15][CH:16]1[CH2:18][CH2:17]1)[C:10]([OH:12])=[O:11]. The yield is 0.870. The catalyst is C(#N)C. The reactants are C(OC([NH:8][C@@H:9]([CH2:13][C:14]([F:20])([F:19])[CH2:15][CH:16]1[CH2:18][CH2:17]1)[C:10]([OH:12])=[O:11])=O)(C)(C)C.[ClH:21]. (6) The reactants are [Br:1][C:2]1[C:3](F)=[C:4]2[C:10]([NH:11][C:12](=[O:19])[C:13]3[CH:18]=[CH:17][CH:16]=[N:15][CH:14]=3)=[CH:9][NH:8][C:5]2=[N:6][CH:7]=1.[CH3:21][C:22]1([NH:27]C(=O)OC(C)(C)C)[CH2:26][CH2:25][NH:24][CH2:23]1.CCN(C(C)C)C(C)C.C(O)(C(F)(F)F)=O.C(Cl)[Cl:52]. The catalyst is CCCCO. The product is [ClH:52].[NH2:27][C:22]1([CH3:21])[CH2:26][CH2:25][N:24]([C:3]2[C:2]([Br:1])=[CH:7][N:6]=[C:5]3[NH:8][CH:9]=[C:10]([NH:11][C:12](=[O:19])[C:13]4[CH:18]=[CH:17][CH:16]=[N:15][CH:14]=4)[C:4]=23)[CH2:23]1. The yield is 0.540. (7) The reactants are [C:1]([O:4][C@H:5]1[CH2:21][C@@H:20]2[C@@:8]([CH3:24])([CH:9]3[CH:17]([CH2:18][CH2:19]2)[CH:16]2[C@@:12]([CH3:23])([C:13](=O)[CH2:14][CH2:15]2)[CH2:11][CH2:10]3)[CH2:7][CH2:6]1)(=[O:3])[CH3:2].P(Cl)(Cl)([Cl:27])=O.CN(C)[CH:32]=[O:33]. The catalyst is C(Cl)(Cl)Cl. The product is [C:1]([O:4][C@H:5]1[CH2:21][C@@H:20]2[C@@:8]([CH3:24])([CH:9]3[CH:17]([CH2:18][CH2:19]2)[CH:16]2[C@@:12]([CH3:23])([C:13]([Cl:27])=[C:14]([CH:32]=[O:33])[CH2:15]2)[CH2:11][CH2:10]3)[CH2:7][CH2:6]1)(=[O:3])[CH3:2]. The yield is 0.680. (8) The reactants are [NH2:1][CH2:2][C:3]1[CH:11]=[CH:10][C:6]([C:7]([OH:9])=[O:8])=[CH:5][CH:4]=1.[CH3:12][C:13]([O:16][C:17](O[C:17]([O:16][C:13]([CH3:15])([CH3:14])[CH3:12])=[O:18])=[O:18])([CH3:15])[CH3:14].C([O-])(O)=O.[Na+]. The product is [C:13]([O:16][C:17]([NH:1][CH2:2][C:3]1[CH:4]=[CH:5][C:6]([C:7]([OH:9])=[O:8])=[CH:10][CH:11]=1)=[O:18])([CH3:15])([CH3:14])[CH3:12]. The catalyst is O.C1COCC1. The yield is 0.970.